From a dataset of Full USPTO retrosynthesis dataset with 1.9M reactions from patents (1976-2016). Predict the reactants needed to synthesize the given product. Given the product [NH2:1][C:4]1[CH:5]=[CH:6][C:7]([O:12][CH2:13][CH2:14][N:15]2[CH2:16][CH2:17][CH2:18][CH2:19]2)=[C:8]([CH:11]=1)[C:9]#[N:10], predict the reactants needed to synthesize it. The reactants are: [N+:1]([C:4]1[CH:5]=[CH:6][C:7]([O:12][CH2:13][CH2:14][N:15]2[CH2:19][CH2:18][CH2:17][CH2:16]2)=[C:8]([CH:11]=1)[C:9]#[N:10])([O-])=O.